Predict the reaction yield, written as a fraction of the theoretical maximum amount of product (1.0 means a 100% yield; for example, 0.34 means a 34% yield). From a dataset of Reaction yield outcomes from USPTO patents with 853,638 reactions. (1) The reactants are [CH2:1]([O:3][C:4]([C:6]1[CH:7]=[N:8][N:9]([C:11]2[N:15](COCCOC)[C:14]3[CH:22]=[C:23]([Cl:34])[C:24]([S:26][C:27]4[CH:28]=[C:29]([CH3:33])[CH:30]=[CH:31][CH:32]=4)=[CH:25][C:13]=3[N:12]=2)[CH:10]=1)=[O:5])[CH3:2].CCO.Cl. The catalyst is O1CCOCC1. The product is [CH2:1]([O:3][C:4]([C:6]1[CH:7]=[N:8][N:9]([C:11]2[NH:15][C:14]3[CH:22]=[C:23]([Cl:34])[C:24]([S:26][C:27]4[CH:28]=[C:29]([CH3:33])[CH:30]=[CH:31][CH:32]=4)=[CH:25][C:13]=3[N:12]=2)[CH:10]=1)=[O:5])[CH3:2]. The yield is 0.910. (2) The reactants are [Cl:1][C:2]1[CH:7]=[CH:6][C:5]([C:8]2([OH:14])[CH2:13][CH2:12][NH:11][CH2:10][CH2:9]2)=[CH:4][CH:3]=1.[C:15]([O:19][C:20](O[C:20]([O:19][C:15]([CH3:18])([CH3:17])[CH3:16])=[O:21])=[O:21])([CH3:18])([CH3:17])[CH3:16].C(N(C(C)C)CC)(C)C. The catalyst is C(Cl)Cl. The product is [Cl:1][C:2]1[CH:7]=[CH:6][C:5]([C:8]2([OH:14])[CH2:9][CH2:10][N:11]([C:20]([O:19][C:15]([CH3:18])([CH3:17])[CH3:16])=[O:21])[CH2:12][CH2:13]2)=[CH:4][CH:3]=1. The yield is 0.810.